From a dataset of Forward reaction prediction with 1.9M reactions from USPTO patents (1976-2016). Predict the product of the given reaction. (1) Given the reactants [F:1][C:2]1[C:9]([C:10]([F:13])([F:12])[F:11])=[CH:8][CH:7]=[CH:6][C:3]=1[C:4]#[N:5].C[Al](C)C.[N:18]([Si](C)(C)C)=[N+:19]=[N-:20].Cl, predict the reaction product. The product is: [F:1][C:2]1[C:9]([C:10]([F:11])([F:12])[F:13])=[CH:8][CH:7]=[CH:6][C:3]=1[C:4]1[NH:20][N:19]=[N:18][N:5]=1. (2) Given the reactants C(N(CC)CC)C.[CH2:8]([N:10]=[C:11]=[O:12])[CH3:9].[NH:13]([C:20]([C:23]1[N:24]([CH3:35])[C:25]([C:28]2[CH:33]=[CH:32][C:31]([OH:34])=[CH:30][CH:29]=2)=[N:26][N:27]=1)([CH3:22])[CH3:21])[C:14]1[CH:19]=[CH:18][CH:17]=[CH:16][CH:15]=1, predict the reaction product. The product is: [CH2:8]([NH:10][C:11](=[O:12])[O:34][C:31]1[CH:32]=[CH:33][C:28]([C:25]2[N:24]([CH3:35])[C:23]([C:20]([NH:13][C:14]3[CH:19]=[CH:18][CH:17]=[CH:16][CH:15]=3)([CH3:22])[CH3:21])=[N:27][N:26]=2)=[CH:29][CH:30]=1)[CH3:9]. (3) Given the reactants [NH2:1][C:2]1[CH:10]=[CH:9][C:8]([C:11]([F:14])([F:13])[F:12])=[CH:7][C:3]=1[C:4]([OH:6])=[O:5].[O:15]1CCOC[CH2:16]1, predict the reaction product. The product is: [F:14][C:11]([F:12])([F:13])[C:8]1[CH:9]=[CH:10][C:2]2[NH:1][C:16](=[O:15])[O:5][C:4](=[O:6])[C:3]=2[CH:7]=1.